This data is from CYP3A4 inhibition data for predicting drug metabolism from PubChem BioAssay. The task is: Regression/Classification. Given a drug SMILES string, predict its absorption, distribution, metabolism, or excretion properties. Task type varies by dataset: regression for continuous measurements (e.g., permeability, clearance, half-life) or binary classification for categorical outcomes (e.g., BBB penetration, CYP inhibition). Dataset: cyp3a4_veith. (1) The molecule is O=C1CS[C@@H](c2ccccc2Cl)c2cc(Cl)ccc2N1. The result is 0 (non-inhibitor). (2) The molecule is COc1ccc(Oc2ccccc2C=O)cc1. The result is 0 (non-inhibitor). (3) The molecule is [N-]=[N+]=NCC(O)CN=[N+]=[N-]. The result is 0 (non-inhibitor).